This data is from Full USPTO retrosynthesis dataset with 1.9M reactions from patents (1976-2016). The task is: Predict the reactants needed to synthesize the given product. (1) Given the product [ClH:1].[Cl:1][C:2]1[C:3]([O:29][CH2:30][CH2:31][CH3:32])=[C:4]([CH:26]=[CH:27][CH:28]=1)[CH2:5][N:6]([CH3:25])[C:7](=[O:24])/[CH:8]=[CH:9]/[C:10]1[CH:23]=[N:22][C:13]2[NH:14][C:15](=[O:21])[C:16]([CH3:19])([CH3:20])[NH:17][CH2:18][C:12]=2[CH:11]=1, predict the reactants needed to synthesize it. The reactants are: [Cl:1][C:2]1[C:3]([O:29][CH2:30][CH2:31][CH3:32])=[C:4]([CH:26]=[CH:27][CH:28]=1)[CH2:5][N:6]([CH3:25])[C:7](=[O:24])/[CH:8]=[CH:9]/[C:10]1[CH:23]=[N:22][C:13]2[NH:14][C:15](=[O:21])[C:16]([CH3:20])([CH3:19])[NH:17][CH2:18][C:12]=2[CH:11]=1.Cl. (2) Given the product [Cl:12][C:13]1[C:14]([F:21])=[C:15]([CH:18]=[CH:19][CH:20]=1)/[CH:16]=[C:8]1\[C:9](=[O:11])[NH:10][C:4]2[CH:3]=[C:2]([CH3:1])[N:7]=[CH:6][C:5]\1=2, predict the reactants needed to synthesize it. The reactants are: [CH3:1][C:2]1[N:7]=[CH:6][C:5]2[CH2:8][C:9](=[O:11])[NH:10][C:4]=2[CH:3]=1.[Cl:12][C:13]1[C:14]([F:21])=[C:15]([CH:18]=[CH:19][CH:20]=1)[CH:16]=O.N1CCCCC1. (3) Given the product [Cl:39][C:23]1[C:24]([NH:26][C:27]2[CH:32]=[CH:31][CH:30]=[CH:29][C:28]=2[S:33]([N:36]([CH3:38])[CH3:37])(=[O:35])=[O:34])=[N:25][C:20]([NH:18][C:15]2[CH:16]=[CH:17][C:10]3[CH2:9][CH2:8][CH:7]([N:1]4[CH2:6][CH2:5][O:4][CH2:3][CH2:2]4)[CH2:13][CH2:12][C:11]=3[CH:14]=2)=[N:21][CH:22]=1, predict the reactants needed to synthesize it. The reactants are: [N:1]1([CH:7]2[CH2:13][CH2:12][C:11]3[CH:14]=[C:15]([NH2:18])[CH:16]=[CH:17][C:10]=3[CH2:9][CH2:8]2)[CH2:6][CH2:5][O:4][CH2:3][CH2:2]1.Cl[C:20]1[N:25]=[C:24]([NH:26][C:27]2[CH:32]=[CH:31][CH:30]=[CH:29][C:28]=2[S:33]([N:36]([CH3:38])[CH3:37])(=[O:35])=[O:34])[C:23]([Cl:39])=[CH:22][N:21]=1.C12(CS(O)(=O)=O)C(C)(C)C(CC1)CC2=O.C(O)(C)C. (4) The reactants are: C[O:2][C:3](=[O:38])[C:4]1[CH:9]=[CH:8][C:7]([NH:10][C:11]([N:13]2[CH2:18][CH2:17][CH2:16][CH:15]([C:19]3([CH2:30][C:31]4[CH:36]=[CH:35][CH:34]=[C:33]([Cl:37])[CH:32]=4)[C:27]4[C:22](=[CH:23][C:24]([Cl:28])=[CH:25][CH:26]=4)[NH:21][C:20]3=[O:29])[CH2:14]2)=[O:12])=[CH:6][CH:5]=1.O.[OH-].[Li+]. Given the product [Cl:28][C:24]1[CH:23]=[C:22]2[C:27]([C:19]([CH:15]3[CH2:16][CH2:17][CH2:18][N:13]([C:11]([NH:10][C:7]4[CH:6]=[CH:5][C:4]([C:3]([OH:38])=[O:2])=[CH:9][CH:8]=4)=[O:12])[CH2:14]3)([CH2:30][C:31]3[CH:36]=[CH:35][CH:34]=[C:33]([Cl:37])[CH:32]=3)[C:20](=[O:29])[NH:21]2)=[CH:26][CH:25]=1, predict the reactants needed to synthesize it. (5) Given the product [CH2:13]([S:20][CH2:21][CH:22]([CH2:26][S:7][CH2:6][C:5]1[CH:8]=[CH:9][CH:10]=[CH:11][C:4]=1[O:3][CH:2]([F:12])[F:1])[C:23]([OH:25])=[O:24])[C:14]1[CH:19]=[CH:18][CH:17]=[CH:16][CH:15]=1, predict the reactants needed to synthesize it. The reactants are: [F:1][CH:2]([F:12])[O:3][C:4]1[CH:11]=[CH:10][CH:9]=[CH:8][C:5]=1[CH2:6][SH:7].[CH2:13]([S:20][CH2:21][C:22](=[CH2:26])[C:23]([OH:25])=[O:24])[C:14]1[CH:19]=[CH:18][CH:17]=[CH:16][CH:15]=1. (6) The reactants are: [CH2:1]=[CH:2][C:3]1[CH2:23][S:22][C@@H:6]2[C@H:7]([NH:10][C:11](/[C:13](/[C:16]3[N:20]=[C:19]([NH2:21])[S:18][CH:17]=3)=[N:14]\[OH:15])=[O:12])[C:8](=[O:9])[N:5]2[C:4]=1[C:24]([OH:26])=[O:25].[S:27]([O-:31])([OH:30])(=[O:29])=[O:28].[Na+].S([O-])(O)(=O)=O.[K+].S([O-])(O)(=O)=O.[NH4+]. Given the product [CH2:1]=[CH:2][C:3]1[CH2:23][S:22][C@@H:6]2[C@H:7]([NH:10][C:11](/[C:13](/[C:16]3[N:20]=[C:19]([NH2:21])[S:18][CH:17]=3)=[N:14]\[OH:15])=[O:12])[C:8](=[O:9])[N:5]2[C:4]=1[C:24]([OH:26])=[O:25].[S:27]([O-:31])([O-:30])(=[O:29])=[O:28], predict the reactants needed to synthesize it. (7) Given the product [F:1][C:2]1[CH:7]=[CH:6][C:5]([CH:8]2[C:17]3[N:16]=[CH:15][CH:14]=[CH:13][C:12]=3[CH2:11][CH2:10][N:9]2[C:18]([O:20][CH2:21][CH3:22])=[O:19])=[CH:4][CH:3]=1, predict the reactants needed to synthesize it. The reactants are: [F:1][C:2]1[CH:7]=[CH:6][C:5]([CH:8]2[C:17]3[N:16]=[CH:15][CH:14]=[CH:13][C:12]=3[CH:11]=[CH:10][N:9]2[C:18]([O:20][CH2:21][CH3:22])=[O:19])=[CH:4][CH:3]=1. (8) The reactants are: [CH3:1][CH2:2][N:3]1[C:9]2[N:10]=[C:11]([N:14]3[CH2:19][CH2:18][NH:17][CH2:16][CH2:15]3)[N:12]=[CH:13][C:8]=2[C:6](=[O:7])[C:5]([C:20]([OH:22])=[O:21])=[CH:4]1.[F:23][C:24]1[CH:25]=[C:26]([N:30]=[C:31]=[S:32])[CH:27]=[CH:28][CH:29]=1. Given the product [F:23][C:24]1[CH:25]=[C:26]([NH:30][C:31]([N:17]2[CH2:18][CH2:19][N:14]([C:11]3[N:12]=[CH:13][C:8]4[C:6](=[O:7])[C:5]([C:20]([OH:22])=[O:21])=[CH:4][N:3]([CH2:2][CH3:1])[C:9]=4[N:10]=3)[CH2:15][CH2:16]2)=[S:32])[CH:27]=[CH:28][CH:29]=1, predict the reactants needed to synthesize it. (9) The reactants are: Cl[C:2]1[N:7]=[C:6]([Cl:8])[N:5]=[C:4]2[NH:9][N:10]=[CH:11][C:3]=12.C(=O)([O-])[O-].[Na+].[Na+].O. Given the product [Cl:8][C:6]1[N:5]=[C:4]2[NH:9][N:10]=[CH:11][C:3]2=[CH:2][N:7]=1, predict the reactants needed to synthesize it. (10) Given the product [CH3:1][O:2][C:3]1[C:8]([O:9][CH3:10])=[CH:7][CH:6]=[CH:5][C:4]=1[O:11][C:13]1[CH:14]=[C:15]([CH3:22])[CH:16]=[CH:17][C:18]=1[N+:19]([O-:21])=[O:20].[CH3:23][O:24][C:25]1[C:39]([O:40][CH3:41])=[CH:38][CH:37]=[CH:36][C:26]=1[O:27][C:28]1[CH:34]=[C:33]([CH3:35])[CH:32]=[CH:31][C:29]=1[NH:30][C:4]([NH:42][C:43]1[S:44][CH:45]=[CH:46][N:47]=1)=[O:11], predict the reactants needed to synthesize it. The reactants are: [CH3:1][O:2][C:3]1[C:8]([O:9][CH3:10])=[CH:7][CH:6]=[CH:5][C:4]=1[OH:11].F[C:13]1[CH:14]=[C:15]([CH3:22])[CH:16]=[CH:17][C:18]=1[N+:19]([O-:21])=[O:20].[CH3:23][O:24][C:25]1[C:39]([O:40][CH3:41])=[CH:38][CH:37]=[CH:36][C:26]=1[O:27][C:28]1[CH:34]=[C:33]([CH3:35])[CH:32]=[CH:31][C:29]=1[NH2:30].[NH2:42][C:43]1[S:44][CH:45]=[CH:46][N:47]=1.